The task is: Predict which catalyst facilitates the given reaction.. This data is from Catalyst prediction with 721,799 reactions and 888 catalyst types from USPTO. Reactant: [Cl:1][C:2]1[CH:7]=[CH:6][C:5]([S:8]([N:11]2[CH:16]3[CH2:17][CH2:18][CH2:19][CH:12]2[CH2:13][C:14](=[O:20])[CH2:15]3)(=[O:10])=[O:9])=[CH:4][CH:3]=1.C[Si](C)(C)[N-][Si](C)(C)C.[Li+].[CH2:31](I)[CH3:32]. Product: [Cl:1][C:2]1[CH:3]=[CH:4][C:5]([S:8]([N:11]2[CH:16]3[CH2:17][CH2:18][CH2:19][CH:12]2[CH:13]([CH2:31][CH3:32])[C:14](=[O:20])[CH2:15]3)(=[O:9])=[O:10])=[CH:6][CH:7]=1. The catalyst class is: 1.